From a dataset of Peptide-MHC class I binding affinity with 185,985 pairs from IEDB/IMGT. Regression. Given a peptide amino acid sequence and an MHC pseudo amino acid sequence, predict their binding affinity value. This is MHC class I binding data. The peptide sequence is CEALLADGL. The MHC is HLA-B46:01 with pseudo-sequence HLA-B46:01. The binding affinity (normalized) is 0.0847.